Dataset: Peptide-MHC class I binding affinity with 185,985 pairs from IEDB/IMGT. Task: Regression. Given a peptide amino acid sequence and an MHC pseudo amino acid sequence, predict their binding affinity value. This is MHC class I binding data. (1) The peptide sequence is KPFNNILDL. The MHC is HLA-A02:01 with pseudo-sequence HLA-A02:01. The binding affinity (normalized) is 0.0484. (2) The binding affinity (normalized) is 0. The peptide sequence is KTFPPTEPK. The MHC is HLA-A68:02 with pseudo-sequence HLA-A68:02. (3) The peptide sequence is ITLILSNKLL. The MHC is HLA-A02:02 with pseudo-sequence HLA-A02:02. The binding affinity (normalized) is 0.354. (4) The binding affinity (normalized) is 0.0841. The peptide sequence is HLRASTTENA. The MHC is HLA-A02:01 with pseudo-sequence HLA-A02:01. (5) The peptide sequence is WTALMFAAY. The MHC is HLA-A03:01 with pseudo-sequence HLA-A03:01. The binding affinity (normalized) is 0.0847. (6) The peptide sequence is SVPSHLPDR. The MHC is Patr-A0401 with pseudo-sequence Patr-A0401. The binding affinity (normalized) is 0.217. (7) The peptide sequence is KVFGYDIDR. The MHC is HLA-A69:01 with pseudo-sequence HLA-A69:01. The binding affinity (normalized) is 0.0847.